Dataset: NCI-60 drug combinations with 297,098 pairs across 59 cell lines. Task: Regression. Given two drug SMILES strings and cell line genomic features, predict the synergy score measuring deviation from expected non-interaction effect. (1) Drug 1: CC1CCC2CC(C(=CC=CC=CC(CC(C(=O)C(C(C(=CC(C(=O)CC(OC(=O)C3CCCCN3C(=O)C(=O)C1(O2)O)C(C)CC4CCC(C(C4)OC)O)C)C)O)OC)C)C)C)OC. Drug 2: CC(C)(C#N)C1=CC(=CC(=C1)CN2C=NC=N2)C(C)(C)C#N. Cell line: LOX IMVI. Synergy scores: CSS=-2.45, Synergy_ZIP=-2.17, Synergy_Bliss=-7.50, Synergy_Loewe=-4.43, Synergy_HSA=-8.53. (2) Drug 2: B(C(CC(C)C)NC(=O)C(CC1=CC=CC=C1)NC(=O)C2=NC=CN=C2)(O)O. Drug 1: CCC(=C(C1=CC=CC=C1)C2=CC=C(C=C2)OCCN(C)C)C3=CC=CC=C3.C(C(=O)O)C(CC(=O)O)(C(=O)O)O. Cell line: RXF 393. Synergy scores: CSS=51.2, Synergy_ZIP=2.94, Synergy_Bliss=2.85, Synergy_Loewe=0.707, Synergy_HSA=4.07. (3) Synergy scores: CSS=53.8, Synergy_ZIP=-4.89, Synergy_Bliss=-15.7, Synergy_Loewe=-0.776, Synergy_HSA=-12.5. Drug 1: CC1CCCC2(C(O2)CC(NC(=O)CC(C(C(=O)C(C1O)C)(C)C)O)C(=CC3=CSC(=N3)C)C)C. Drug 2: CC12CCC3C(C1CCC2OP(=O)(O)O)CCC4=C3C=CC(=C4)OC(=O)N(CCCl)CCCl.[Na+]. Cell line: COLO 205. (4) Drug 1: COC1=C(C=C2C(=C1)N=CN=C2NC3=CC(=C(C=C3)F)Cl)OCCCN4CCOCC4. Drug 2: C1C(C(OC1N2C=C(C(=O)NC2=O)F)CO)O. Cell line: UO-31. Synergy scores: CSS=36.8, Synergy_ZIP=-9.02, Synergy_Bliss=-11.3, Synergy_Loewe=-4.13, Synergy_HSA=-3.07. (5) Drug 1: C(=O)(N)NO. Drug 2: CC12CCC3C(C1CCC2O)C(CC4=C3C=CC(=C4)O)CCCCCCCCCS(=O)CCCC(C(F)(F)F)(F)F. Cell line: HCC-2998. Synergy scores: CSS=2.87, Synergy_ZIP=-5.98, Synergy_Bliss=-6.85, Synergy_Loewe=-9.99, Synergy_HSA=-5.62. (6) Drug 1: CN1CCC(CC1)COC2=C(C=C3C(=C2)N=CN=C3NC4=C(C=C(C=C4)Br)F)OC. Drug 2: C1=CN(C=N1)CC(O)(P(=O)(O)O)P(=O)(O)O. Cell line: UACC-257. Synergy scores: CSS=9.78, Synergy_ZIP=1.95, Synergy_Bliss=4.66, Synergy_Loewe=2.09, Synergy_HSA=3.80. (7) Drug 1: C1=CC(=CC=C1CCC2=CNC3=C2C(=O)NC(=N3)N)C(=O)NC(CCC(=O)O)C(=O)O. Drug 2: CCC1(CC2CC(C3=C(CCN(C2)C1)C4=CC=CC=C4N3)(C5=C(C=C6C(=C5)C78CCN9C7C(C=CC9)(C(C(C8N6C)(C(=O)OC)O)OC(=O)C)CC)OC)C(=O)OC)O.OS(=O)(=O)O. Cell line: KM12. Synergy scores: CSS=33.5, Synergy_ZIP=-10.9, Synergy_Bliss=-15.3, Synergy_Loewe=-56.6, Synergy_HSA=-11.9. (8) Drug 1: CCC(=C(C1=CC=CC=C1)C2=CC=C(C=C2)OCCN(C)C)C3=CC=CC=C3.C(C(=O)O)C(CC(=O)O)(C(=O)O)O. Drug 2: CCC1(C2=C(COC1=O)C(=O)N3CC4=CC5=C(C=CC(=C5CN(C)C)O)N=C4C3=C2)O.Cl. Cell line: MCF7. Synergy scores: CSS=17.3, Synergy_ZIP=-8.05, Synergy_Bliss=-3.05, Synergy_Loewe=-7.60, Synergy_HSA=-1.30. (9) Drug 1: C1CCC(C(C1)N)N.C(=O)(C(=O)[O-])[O-].[Pt+4]. Drug 2: CC1C(C(CC(O1)OC2CC(CC3=C2C(=C4C(=C3O)C(=O)C5=CC=CC=C5C4=O)O)(C(=O)C)O)N)O. Cell line: HS 578T. Synergy scores: CSS=46.8, Synergy_ZIP=0.643, Synergy_Bliss=1.79, Synergy_Loewe=-15.4, Synergy_HSA=3.16.